Task: Predict the reactants needed to synthesize the given product.. Dataset: Full USPTO retrosynthesis dataset with 1.9M reactions from patents (1976-2016) Given the product [CH:1]1([C:7]2[C:15]3[CH:14]=[CH:13][C:12]([C:16]([O:18][CH3:19])=[O:17])=[CH:11][C:10]=3[N:9]3[C:8]=2[C:20]2[CH:25]=[CH:24][C:23]([O:26][CH2:27][C:28]4[CH:33]=[CH:32][CH:31]=[CH:30][N:29]=4)=[CH:22][C:21]=2[O:34][CH2:35][C@@H:36]([OH:37])[CH2:38]3)[CH2:2][CH2:3][CH2:4][CH2:5][CH2:6]1, predict the reactants needed to synthesize it. The reactants are: [CH:1]1([C:7]2[C:15]3[C:10](=[CH:11][C:12]([C:16]([O:18][CH3:19])=[O:17])=[CH:13][CH:14]=3)[NH:9][C:8]=2[C:20]2[CH:25]=[CH:24][C:23]([O:26][CH2:27][C:28]3[CH:33]=[CH:32][CH:31]=[CH:30][N:29]=3)=[CH:22][C:21]=2[O:34][CH2:35][C@@H:36]2[CH2:38][O:37]2)[CH2:6][CH2:5][CH2:4][CH2:3][CH2:2]1.C([O-])([O-])=O.[Cs+].[Cs+].